From a dataset of Full USPTO retrosynthesis dataset with 1.9M reactions from patents (1976-2016). Predict the reactants needed to synthesize the given product. (1) Given the product [CH2:12]([N:7]1[C:6]([C:8]#[N:9])=[C:5]([C:10]#[N:11])[N:4]=[C:3]1[CH:1]=[CH2:2])[CH3:13], predict the reactants needed to synthesize it. The reactants are: [CH:1]([C:3]1[NH:4][C:5]([C:10]#[N:11])=[C:6]([C:8]#[N:9])[N:7]=1)=[CH2:2].[CH2:12](N(CC)CC)[CH3:13].S(OCC)(OCC)(=O)=O. (2) Given the product [CH:1]1([C:4]2[N:9]=[C:8]([N:10]3[CH2:14][CH2:13][C:12]([F:15])([F:16])[CH2:11]3)[C:7]3[CH:17]=[N:18][NH:19][C:6]=3[CH:5]=2)[CH2:3][CH2:2]1, predict the reactants needed to synthesize it. The reactants are: [CH:1]1([C:4]2[N:9]=[C:8]([N:10]3[CH2:14][CH2:13][C:12]([F:16])([F:15])[CH2:11]3)[C:7]3[CH:17]=[N:18][N:19](CC4C=CC(OC)=CC=4)[C:6]=3[CH:5]=2)[CH2:3][CH2:2]1.C(O)(C(F)(F)F)=O.CS(O)(=O)=O.[OH-].[Na+]. (3) Given the product [CH3:25][CH2:24][O:26][C:27]([N:19]1[CH2:18][CH2:17][C:16](=[C:15]2[C:10]3[N:11]=[CH:12][CH:13]=[CH:14][C:9]=3[CH2:8][CH2:7][C:6]3[CH:23]=[C:2]([Cl:1])[CH:3]=[CH:4][C:5]2=3)[CH2:21][CH2:20]1)=[O:28], predict the reactants needed to synthesize it. The reactants are: [Cl:1][C:2]1[CH:3]=[CH:4][C:5]2[C:15](=[C:16]3[CH2:21][CH2:20][N:19](C)[CH2:18][CH2:17]3)[C:10]3=[N:11][CH:12]=[CH:13][CH:14]=[C:9]3[CH2:8][CH2:7][C:6]=2[CH:23]=1.[CH2:24]([O:26][C:27](Cl)=[O:28])[CH3:25].[OH-].[Na+].